This data is from Peptide-MHC class I binding affinity with 185,985 pairs from IEDB/IMGT. The task is: Regression. Given a peptide amino acid sequence and an MHC pseudo amino acid sequence, predict their binding affinity value. This is MHC class I binding data. The peptide sequence is IQQLPETYF. The MHC is HLA-A03:01 with pseudo-sequence HLA-A03:01. The binding affinity (normalized) is 0.0847.